Dataset: Forward reaction prediction with 1.9M reactions from USPTO patents (1976-2016). Task: Predict the product of the given reaction. (1) Given the reactants [Br:1][C:2]1[CH:10]=[CH:9][C:5]([CH2:6][C:7]#[N:8])=[CH:4][CH:3]=1.II.Cl, predict the reaction product. The product is: [Br:1][C:2]1[CH:10]=[CH:9][C:5](/[C:6](/[C:7]#[N:8])=[C:6](\[C:5]2[CH:9]=[CH:10][C:2]([Br:1])=[CH:3][CH:4]=2)/[C:7]#[N:8])=[CH:4][CH:3]=1. (2) Given the reactants [CH3:1][C:2]1[CH:7]=[C:6]([O:8][CH2:9][C:10]2([C:14]([O:16]CC)=[O:15])[CH2:13][CH2:12][CH2:11]2)[N:5]=[CH:4][C:3]=1[C:19]1[CH:20]=[N:21][C:22]([C:25]2[N:26]([CH2:34][O:35][CH2:36][CH2:37][Si:38]([CH3:41])([CH3:40])[CH3:39])[CH:27]=[C:28]([C:30]([F:33])([F:32])[F:31])[N:29]=2)=[CH:23][CH:24]=1.[OH-].[Na+], predict the reaction product. The product is: [CH3:1][C:2]1[CH:7]=[C:6]([O:8][CH2:9][C:10]2([C:14]([OH:16])=[O:15])[CH2:13][CH2:12][CH2:11]2)[N:5]=[CH:4][C:3]=1[C:19]1[CH:20]=[N:21][C:22]([C:25]2[N:26]([CH2:34][O:35][CH2:36][CH2:37][Si:38]([CH3:39])([CH3:41])[CH3:40])[CH:27]=[C:28]([C:30]([F:32])([F:33])[F:31])[N:29]=2)=[CH:23][CH:24]=1. (3) Given the reactants Cl.[Br:2][C:3]1[CH:9]=[C:8]([F:10])[CH:7]=[C:6]([CH3:11])[C:4]=1N.N([O-])=O.[Na+].CCO.[BrH:19], predict the reaction product. The product is: [Br:2][C:3]1[CH:9]=[C:8]([F:10])[CH:7]=[C:6]([CH3:11])[C:4]=1[Br:19]. (4) Given the reactants C(CC[NH:5][C:6]([C:8]1[CH:9]=[CH:10][C:11](OC2C=C(C)C=C(C)C=2)=[C:12](S(N2CCN(C(OC(C)(C)C)=O)CC2)(=O)=O)[CH:13]=1)=[O:7])#N.[ClH:39], predict the reaction product. The product is: [ClH:39].[C:6]([NH2:5])(=[O:7])[C:8]1[CH:9]=[CH:10][CH:11]=[CH:12][CH:13]=1. (5) Given the reactants [CH2:1]([NH2:3])[CH3:2].[Cl:4][C:5]1[CH:10]=[CH:9][C:8]([S:11](Cl)(=[O:13])=[O:12])=[C:7]([C:15]#[N:16])[C:6]=1[CH3:17].Cl, predict the reaction product. The product is: [CH2:1]([NH:3][S:11]([C:8]1[CH:9]=[CH:10][C:5]([Cl:4])=[C:6]([CH3:17])[C:7]=1[C:15]#[N:16])(=[O:12])=[O:13])[CH3:2].